This data is from Full USPTO retrosynthesis dataset with 1.9M reactions from patents (1976-2016). The task is: Predict the reactants needed to synthesize the given product. (1) Given the product [Cl:1][C:2]1[C:10]([C:11]#[N:12])=[CH:9][CH:8]=[C:7]2[C:3]=1[CH:4]=[C:5]([CH:13]([F:14])[F:15])[N:6]2[CH2:17][C:18]1[O:19][C:20]([C:23]([F:26])([F:25])[F:24])=[CH:21][CH:22]=1, predict the reactants needed to synthesize it. The reactants are: [Cl:1][C:2]1[C:10]([C:11]#[N:12])=[CH:9][CH:8]=[C:7]2[C:3]=1[CH:4]=[C:5]([CH:13]([F:15])[F:14])[NH:6]2.Br[CH2:17][C:18]1[O:19][C:20]([C:23]([F:26])([F:25])[F:24])=[CH:21][CH:22]=1. (2) Given the product [CH2:37]([N:29]([CH2:30][C:31]1[CH:36]=[CH:35][CH:34]=[CH:33][CH:32]=1)[C@H:22]1[CH2:21][C:20]2[C:25](=[CH:26][CH:27]=[CH:28][C:19]=2[C:4]2[CH:5]=[N:6][C:7]([O:8][CH3:9])=[C:2]([F:1])[CH:3]=2)[O:24][CH2:23]1)[C:38]1[CH:39]=[CH:40][CH:41]=[CH:42][CH:43]=1, predict the reactants needed to synthesize it. The reactants are: [F:1][C:2]1[CH:3]=[C:4](B(O)O)[CH:5]=[N:6][C:7]=1[O:8][CH3:9].FC(F)(F)S(O[C:19]1[CH:28]=[CH:27][CH:26]=[C:25]2[C:20]=1[CH2:21][C@H:22]([N:29]([CH2:37][C:38]1[CH:43]=[CH:42][CH:41]=[CH:40][CH:39]=1)[CH2:30][C:31]1[CH:36]=[CH:35][CH:34]=[CH:33][CH:32]=1)[CH2:23][O:24]2)(=O)=O. (3) Given the product [ClH:1].[C:8]([C:12]1[CH:13]=[CH:14][C:15]([C:18]2[CH:19]=[C:20]3[C:24](=[CH:25][CH:26]=2)[N:23]([C:27]2[CH:32]=[CH:31][C:30]([NH:33][CH:34]([CH3:36])[CH3:35])=[CH:29][CH:28]=2)[C:22]([C:37]([OH:39])=[O:38])=[C:21]3[C:40]2[CH:45]=[CH:44][C:43]([O:46][CH:47]([CH3:49])[CH3:48])=[CH:42][CH:41]=2)=[CH:16][CH:17]=1)([CH3:10])([CH3:11])[CH3:9], predict the reactants needed to synthesize it. The reactants are: [ClH:1].O1CCOCC1.[C:8]([C:12]1[CH:17]=[CH:16][C:15]([C:18]2[CH:19]=[C:20]3[C:24](=[CH:25][CH:26]=2)[N:23]([C:27]2[CH:32]=[CH:31][C:30]([NH:33][CH:34]([CH3:36])[CH3:35])=[CH:29][CH:28]=2)[C:22]([C:37]([OH:39])=[O:38])=[C:21]3[C:40]2[CH:45]=[CH:44][C:43]([O:46][CH:47]([CH3:49])[CH3:48])=[CH:42][CH:41]=2)=[CH:14][CH:13]=1)([CH3:11])([CH3:10])[CH3:9]. (4) Given the product [CH3:1][O:2][C:3]1[CH:11]=[C:10]2[C:6]([CH:7]=[N:8][NH:9]2)=[CH:5][C:4]=1[NH:12][C:13]1[C:14]2[C:21]3[CH2:22][CH2:23][CH:24]([C:26]([N:29]4[CH2:34][CH2:33][C:32](=[O:35])[CH2:31][CH2:30]4)=[O:28])[CH2:25][C:20]=3[S:19][C:15]=2[N:16]=[CH:17][N:18]=1, predict the reactants needed to synthesize it. The reactants are: [CH3:1][O:2][C:3]1[CH:11]=[C:10]2[C:6]([CH:7]=[N:8][NH:9]2)=[CH:5][C:4]=1[NH:12][C:13]1[C:14]2[C:21]3[CH2:22][CH2:23][CH:24]([C:26]([OH:28])=O)[CH2:25][C:20]=3[S:19][C:15]=2[N:16]=[CH:17][N:18]=1.[NH:29]1[CH2:34][CH2:33][C:32](=[O:35])[CH2:31][CH2:30]1.